Dataset: Full USPTO retrosynthesis dataset with 1.9M reactions from patents (1976-2016). Task: Predict the reactants needed to synthesize the given product. (1) Given the product [Cl:1][C:2]1[C:7]([N:8]2[CH2:12][CH2:11][CH2:10][CH2:9]2)=[CH:6][C:5]2[N:13]=[CH:21][NH:14][C:4]=2[CH:3]=1, predict the reactants needed to synthesize it. The reactants are: [Cl:1][C:2]1[C:7]([N:8]2[CH2:12][CH2:11][CH2:10][CH2:9]2)=[CH:6][C:5]([NH2:13])=[C:4]([N+:14]([O-])=O)[CH:3]=1.Cl[Sn]Cl.O.[CH:21](O)=O. (2) Given the product [CH2:1]([C:3]1[C:8]([O:9][CH2:10][C:11]([NH:16][NH2:17])=[O:12])=[CH:7][CH:6]=[C:5]([CH3:15])[N:4]=1)[CH3:2], predict the reactants needed to synthesize it. The reactants are: [CH2:1]([C:3]1[C:8]([O:9][CH2:10][C:11](OC)=[O:12])=[CH:7][CH:6]=[C:5]([CH3:15])[N:4]=1)[CH3:2].[NH2:16][NH2:17]. (3) Given the product [CH3:1][N:2]([CH3:19])[C:3]1([C:13]2[CH:14]=[CH:15][CH:16]=[CH:17][CH:18]=2)[CH2:12][CH2:11][C:6](=[O:7])[CH2:5][CH2:4]1, predict the reactants needed to synthesize it. The reactants are: [CH3:1][N:2]([CH3:19])[C:3]1([C:13]2[CH:18]=[CH:17][CH:16]=[CH:15][CH:14]=2)[CH2:12][CH2:11][C:6]2(OCC[O:7]2)[CH2:5][CH2:4]1.